Dataset: Catalyst prediction with 721,799 reactions and 888 catalyst types from USPTO. Task: Predict which catalyst facilitates the given reaction. Reactant: [CH3:1][O:2][C:3](=[O:16])[C:4]1[CH:9]=[CH:8][C:7]([CH2:10][N:11]=[N+]=[N-])=[C:6]([O:14][CH3:15])[CH:5]=1. Product: [CH3:1][O:2][C:3](=[O:16])[C:4]1[CH:9]=[CH:8][C:7]([CH2:10][NH2:11])=[C:6]([O:14][CH3:15])[CH:5]=1. The catalyst class is: 63.